Dataset: Full USPTO retrosynthesis dataset with 1.9M reactions from patents (1976-2016). Task: Predict the reactants needed to synthesize the given product. (1) Given the product [C:1]([O:5][C:6]([N:8]1[CH2:9][CH:10]([C:12]2[CH:13]=[CH:14][CH:15]=[C:16]([C:18]([N:30]3[CH2:29][CH2:28][CH:27]([O:26][C:25]4[CH:33]=[CH:34][C:22]([F:21])=[CH:23][CH:24]=4)[CH2:32][CH2:31]3)=[O:20])[N:17]=2)[CH2:11]1)=[O:7])([CH3:2])([CH3:3])[CH3:4], predict the reactants needed to synthesize it. The reactants are: [C:1]([O:5][C:6]([N:8]1[CH2:11][CH:10]([C:12]2[N:17]=[C:16]([C:18]([OH:20])=O)[CH:15]=[CH:14][CH:13]=2)[CH2:9]1)=[O:7])([CH3:4])([CH3:3])[CH3:2].[F:21][C:22]1[CH:34]=[CH:33][C:25]([O:26][CH:27]2[CH2:32][CH2:31][NH:30][CH2:29][CH2:28]2)=[CH:24][CH:23]=1.C(N(C(C)C)CC)(C)C.F[P-](F)(F)(F)(F)F.N1(OC(N(C)C)=[N+](C)C)C2N=CC=CC=2N=N1. (2) Given the product [N:7]1[S:15][N:8]=[C:1]2[CH:6]=[CH:5][CH:4]=[CH:3][C:2]=12, predict the reactants needed to synthesize it. The reactants are: [C:1]1([NH2:8])[CH:6]=[CH:5][CH:4]=[CH:3][C:2]=1[NH2:7].N1C=CC=CC=1.[S:15](Cl)(Cl)=O.